From a dataset of Reaction yield outcomes from USPTO patents with 853,638 reactions. Predict the reaction yield, written as a fraction of the theoretical maximum amount of product (1.0 means a 100% yield; for example, 0.34 means a 34% yield). (1) The reactants are O[C:2]1[N:7]2[N:8]=[CH:9][CH:10]=[C:6]2[N:5]=[CH:4][C:3]=1[C:11]([O:13][CH2:14][CH3:15])=[O:12].[Cl:16][C:17]1[CH:23]=[CH:22][C:21]([C:24]([F:27])([F:26])[F:25])=[CH:20][C:18]=1[NH2:19]. No catalyst specified. The product is [Cl:16][C:17]1[CH:23]=[CH:22][C:21]([C:24]([F:26])([F:27])[F:25])=[CH:20][C:18]=1[NH:19][C:2]1[N:7]2[N:8]=[CH:9][CH:10]=[C:6]2[N:5]=[CH:4][C:3]=1[C:11]([O:13][CH2:14][CH3:15])=[O:12]. The yield is 0.700. (2) The reactants are [N:1]1[CH:6]=[CH:5][CH:4]=[CH:3][C:2]=1[NH:7][C:8]([N:10]1[CH2:15][CH2:14][CH:13]([C:16]2[CH:21]=[CH:20][C:19]([O:22]CC3C=CC=CC=3)=[CH:18][C:17]=2[O:30]CC2C=CC=CC=2)[CH2:12][CH2:11]1)=[O:9].CO. The catalyst is C(OCC)(=O)C.[Pd]. The product is [N:1]1[CH:6]=[CH:5][CH:4]=[CH:3][C:2]=1[NH:7][C:8]([N:10]1[CH2:15][CH2:14][CH:13]([C:16]2[CH:21]=[CH:20][C:19]([OH:22])=[CH:18][C:17]=2[OH:30])[CH2:12][CH2:11]1)=[O:9]. The yield is 0.390. (3) The reactants are Cl[C:2]1[CH:7]=[CH:6][N:5]=[C:4]2[CH:8]=[C:9]([C:11]([N:13]([CH2:15][CH2:16][N:17]([CH3:19])[CH3:18])[CH3:14])=[O:12])[S:10][C:3]=12.[CH3:20][NH:21][C:22]([C:24]1[C:32]2[C:27](=[CH:28][C:29]([OH:33])=[CH:30][CH:31]=2)[N:26]([CH3:34])[C:25]=1[CH3:35])=[O:23].C([O-])([O-])=O.[Cs+].[Cs+]. No catalyst specified. The product is [CH3:18][N:17]([CH3:19])[CH2:16][CH2:15][N:13]([CH3:14])[C:11]([C:9]1[S:10][C:3]2[C:4](=[N:5][CH:6]=[CH:7][C:2]=2[O:33][C:29]2[CH:28]=[C:27]3[C:32]([C:24]([C:22]([NH:21][CH3:20])=[O:23])=[C:25]([CH3:35])[N:26]3[CH3:34])=[CH:31][CH:30]=2)[CH:8]=1)=[O:12]. The yield is 0.130.